Predict the reaction yield, written as a fraction of the theoretical maximum amount of product (1.0 means a 100% yield; for example, 0.34 means a 34% yield). From a dataset of Reaction yield outcomes from USPTO patents with 853,638 reactions. (1) The reactants are [OH:1][CH:2]([CH2:6][CH:7]([CH3:9])[CH3:8])[C:3]([OH:5])=[O:4].O1[B:15]([C@@H:16]([NH:21][C:22](=[O:35])[CH2:23][NH:24][C:25](=[O:34])[C:26]2[CH:31]=[C:30]([Cl:32])[CH:29]=[CH:28][C:27]=2[Cl:33])[CH2:17][CH:18]([CH3:20])[CH3:19])O[B:15]([C@@H:16]([NH:21][C:22](=[O:35])[CH2:23][NH:24][C:25](=[O:34])[C:26]2[CH:31]=[C:30]([Cl:32])[CH:29]=[CH:28][C:27]=2[Cl:33])[CH2:17][CH:18]([CH3:20])[CH3:19])O[B:15]1[C@@H:16]([NH:21][C:22](=[O:35])[CH2:23][NH:24][C:25](=[O:34])[C:26]1[CH:31]=[C:30]([Cl:32])[CH:29]=[CH:28][C:27]=1[Cl:33])[CH2:17][CH:18]([CH3:20])[CH3:19]. The catalyst is CCOC(C)=O. The product is [Cl:33][C:27]1[CH:28]=[CH:29][C:30]([Cl:32])=[CH:31][C:26]=1[C:25]([NH:24][CH2:23][C:22]([NH:21][C@H:16]([B:15]1[O:1][C@@H:2]([CH2:6][CH:7]([CH3:9])[CH3:8])[C:3](=[O:5])[O:4]1)[CH2:17][CH:18]([CH3:20])[CH3:19])=[O:35])=[O:34]. The yield is 0.950. (2) The reactants are [CH3:1][C:2]1[C:10]([N+:11]([O-:13])=[O:12])=[CH:9][CH:8]=[CH:7][C:3]=1[C:4]([OH:6])=[O:5].[Br:14]N1C(C)(C)C(=O)N(Br)C1=O. The catalyst is OS(O)(=O)=O. The product is [Br:14][C:8]1[CH:9]=[C:10]([N+:11]([O-:13])=[O:12])[C:2]([CH3:1])=[C:3]([CH:7]=1)[C:4]([OH:6])=[O:5]. The yield is 0.980. (3) The reactants are Br[C:2]1[CH:3]=[C:4]([NH:10][C:11]2[CH:16]=[CH:15][C:14]([N:17]3[CH2:22][CH2:21][N:20]([CH:23]4[CH2:26][O:25][CH2:24]4)[CH2:19][CH2:18]3)=[CH:13][N:12]=2)[C:5](=[O:9])[N:6]([CH3:8])[CH:7]=1.[B:27]1([B:27]2[O:31][C:30]([CH3:33])([CH3:32])[C:29]([CH3:35])([CH3:34])[O:28]2)[O:31][C:30]([CH3:33])([CH3:32])[C:29]([CH3:35])([CH3:34])[O:28]1.CC(C1C=C(C(C)C)C(C2C=CC=CC=2P(C2CCCCC2)C2CCCCC2)=C(C(C)C)C=1)C.C(O[K])(C)=O. The catalyst is C1C=CC(/C=C/C(/C=C/C2C=CC=CC=2)=O)=CC=1.C1C=CC(/C=C/C(/C=C/C2C=CC=CC=2)=O)=CC=1.C1C=CC(/C=C/C(/C=C/C2C=CC=CC=2)=O)=CC=1.[Pd].[Pd].O1CCOCC1. The product is [CH3:8][N:6]1[CH:7]=[C:2]([B:27]2[O:31][C:30]([CH3:33])([CH3:32])[C:29]([CH3:35])([CH3:34])[O:28]2)[CH:3]=[C:4]([NH:10][C:11]2[CH:16]=[CH:15][C:14]([N:17]3[CH2:22][CH2:21][N:20]([CH:23]4[CH2:26][O:25][CH2:24]4)[CH2:19][CH2:18]3)=[CH:13][N:12]=2)[C:5]1=[O:9]. The yield is 0.940. (4) The reactants are O.[OH-].[K+].Br[C:5]1[CH:9]=[CH:8][S:7][C:6]=1[C:10]([C:13]1[CH:18]=[CH:17][C:16]([O:19][CH3:20])=[CH:15][CH:14]=1)=[N:11][OH:12].COCCO. The catalyst is [Cu].ClCCl. The product is [CH3:20][O:19][C:16]1[CH:17]=[CH:18][C:13]([C:10]2[C:6]3[S:7][CH:8]=[CH:9][C:5]=3[O:12][N:11]=2)=[CH:14][CH:15]=1. The yield is 0.640. (5) The reactants are [Cl:1][C:2]([Cl:49])([Cl:48])[CH2:3][O:4][C:5]([N:7]1[C:19]2[CH2:18][N:17]([S:20]([CH2:23][CH:24]([CH:32]3[CH2:37][CH2:36][N:35]([C:38]([O:40][CH2:41][C:42]4[CH:47]=[CH:46][CH:45]=[CH:44][CH:43]=4)=[O:39])[CH2:34][CH2:33]3)[C:25]([O:27]C(C)(C)C)=[O:26])(=[O:22])=[O:21])[CH2:16][CH2:15][C:14]=2[C:13]2[C:8]1=[CH:9][CH:10]=[CH:11][CH:12]=2)=[O:6].CO. The catalyst is ClCCl. The product is [Cl:49][C:2]([Cl:1])([Cl:48])[CH2:3][O:4][C:5]([N:7]1[C:19]2[CH2:18][N:17]([S:20]([CH2:23][CH:24]([CH:32]3[CH2:33][CH2:34][N:35]([C:38]([O:40][CH2:41][C:42]4[CH:47]=[CH:46][CH:45]=[CH:44][CH:43]=4)=[O:39])[CH2:36][CH2:37]3)[C:25]([OH:27])=[O:26])(=[O:22])=[O:21])[CH2:16][CH2:15][C:14]=2[C:13]2[C:8]1=[CH:9][CH:10]=[CH:11][CH:12]=2)=[O:6]. The yield is 0.940. (6) The reactants are C1(P(C2C=CC=CC=2)C2C=CC=CC=2)C=CC=CC=1.[Br:20][C:21]1[C:22](=O)[C:23]2[C:31](=[CH:32][CH:33]=1)[C:30]1[C:25](=[CH:26][C:27]([Br:34])=[CH:28][CH:29]=1)[CH:24]=2.[C:36](Br)(Br)([Br:38])[Br:37]. The catalyst is O1CCCC1. The product is [Br:20][C:21]1[CH:33]=[CH:32][C:31]2[C:30]3[C:25](=[CH:26][C:27]([Br:34])=[CH:28][CH:29]=3)[C:24](=[C:36]([Br:38])[Br:37])[C:23]=2[CH:22]=1. The yield is 0.580. (7) The reactants are [CH2:1]([O:3][C:4]1[CH:14]=[CH:13][CH:12]=[C:11]([CH2:15][CH2:16][CH2:17][CH2:18][CH2:19][CH2:20][CH2:21][CH2:22][CH2:23][CH2:24][CH2:25][CH2:26][CH2:27][CH2:28][CH3:29])[C:5]=1[C:6]([O:8]CC)=[O:7])[CH3:2].CC(C)([O-])C.[K+].CCCCCC.C(OCC)(=O)C.Cl. The yield is 0.800. The product is [CH2:1]([O:3][C:4]1[CH:14]=[CH:13][CH:12]=[C:11]([CH2:15][CH2:16][CH2:17][CH2:18][CH2:19][CH2:20][CH2:21][CH2:22][CH2:23][CH2:24][CH2:25][CH2:26][CH2:27][CH2:28][CH3:29])[C:5]=1[C:6]([OH:8])=[O:7])[CH3:2]. The catalyst is CS(C)=O.